Dataset: Full USPTO retrosynthesis dataset with 1.9M reactions from patents (1976-2016). Task: Predict the reactants needed to synthesize the given product. (1) Given the product [O:8]=[C:7]1[CH2:6][CH2:5][CH2:4][N:9]1[C@H:10]1[CH2:15][CH2:14][C@H:13]([C:16]([O:18][CH3:19])=[O:17])[CH2:12][CH2:11]1, predict the reactants needed to synthesize it. The reactants are: [H-].[Na+].Cl[CH2:4][CH2:5][CH2:6][C:7]([NH:9][C@H:10]1[CH2:15][CH2:14][C@H:13]([C:16]([O:18][CH3:19])=[O:17])[CH2:12][CH2:11]1)=[O:8].[Cl-].[NH4+]. (2) Given the product [C:30]1([O:29][C:27](=[O:28])[NH:1][C:2]2[S:3][C:4]([C:8]3[CH:13]=[N:12][C:11]([Cl:14])=[C:10]([NH:15][S:16]([CH3:19])(=[O:18])=[O:17])[CH:9]=3)=[C:5]([CH3:7])[N:6]=2)[CH:35]=[CH:34][CH:33]=[CH:32][CH:31]=1, predict the reactants needed to synthesize it. The reactants are: [NH2:1][C:2]1[S:3][C:4]([C:8]2[CH:9]=[C:10]([NH:15][S:16]([CH3:19])(=[O:18])=[O:17])[C:11]([Cl:14])=[N:12][CH:13]=2)=[C:5]([CH3:7])[N:6]=1.N1C=CC=CC=1.Cl[C:27]([O:29][C:30]1[CH:35]=[CH:34][CH:33]=[CH:32][CH:31]=1)=[O:28]. (3) Given the product [Cl:13][C:14]1[CH:28]=[C:27]([O:29][CH2:30][CH:31]=[C:32]([Cl:34])[Cl:33])[CH:26]=[C:25]([Cl:35])[C:15]=1[O:16][CH2:17][CH2:18][CH2:19][O:11][C:8]1[CH:7]=[CH:6][C:5]([C:4]#[C:3][CH:2]([OH:1])[CH3:12])=[CH:10][CH:9]=1, predict the reactants needed to synthesize it. The reactants are: [OH:1][CH:2]([CH3:12])[C:3]#[C:4][C:5]1[CH:10]=[CH:9][C:8]([OH:11])=[CH:7][CH:6]=1.[Cl:13][C:14]1[CH:28]=[C:27]([O:29][CH2:30][CH:31]=[C:32]([Cl:34])[Cl:33])[CH:26]=[C:25]([Cl:35])[C:15]=1[O:16][CH2:17][CH2:18][CH2:19]OS(C)(=O)=O.C(=O)([O-])[O-].[K+].[K+]. (4) Given the product [C:1]([O:5][CH:6]([C:11]1[CH:16]=[C:15]([N:17]([CH3:19])[CH3:18])[C:14]([O:20][C:21]2[CH:26]=[CH:25][CH:24]=[CH:23][CH:22]=2)=[CH:13][C:12]=1[C:27]1[CH:28]=[CH:29][C:30]2[O:35][CH2:34][CH2:33][CH2:32][C:31]=2[CH:36]=1)[C:7]([OH:9])=[O:8])([CH3:4])([CH3:2])[CH3:3], predict the reactants needed to synthesize it. The reactants are: [C:1]([O:5][CH:6]([C:11]1[CH:16]=[C:15]([N:17]([CH3:19])[CH3:18])[C:14]([O:20][C:21]2[CH:26]=[CH:25][CH:24]=[CH:23][CH:22]=2)=[CH:13][C:12]=1[C:27]1[CH:28]=[CH:29][C:30]2[O:35][CH2:34][CH2:33][CH2:32][C:31]=2[CH:36]=1)[C:7]([O:9]C)=[O:8])([CH3:4])([CH3:3])[CH3:2].[OH-].[K+]. (5) Given the product [O:1]1[C:5]2[CH:6]=[CH:7][CH:8]=[CH:9][C:4]=2[N:3]=[C:2]1[C:10]1[CH:26]=[CH:25][C:13]2[N:14]([CH:19]3[CH2:20][CH2:21][O:22][CH2:23][CH2:24]3)[C:15]([CH2:17][NH:40][CH2:33][C:34]3[CH:39]=[CH:38][CH:37]=[CH:36][CH:35]=3)=[N:16][C:12]=2[CH:11]=1, predict the reactants needed to synthesize it. The reactants are: [O:1]1[C:5]2[CH:6]=[CH:7][CH:8]=[CH:9][C:4]=2[N:3]=[C:2]1[C:10]1[CH:26]=[CH:25][C:13]2[N:14]([CH:19]3[CH2:24][CH2:23][O:22][CH2:21][CH2:20]3)[C:15]([CH2:17]O)=[N:16][C:12]=2[CH:11]=1.S(Cl)(Cl)=O.[I-].[Na+].[CH2:33]([NH2:40])[C:34]1[CH:39]=[CH:38][CH:37]=[CH:36][CH:35]=1.